Dataset: Peptide-MHC class II binding affinity with 134,281 pairs from IEDB. Task: Regression. Given a peptide amino acid sequence and an MHC pseudo amino acid sequence, predict their binding affinity value. This is MHC class II binding data. (1) The peptide sequence is LDGALKAKQSAESKLEG. The MHC is DRB1_1501 with pseudo-sequence DRB1_1501. The binding affinity (normalized) is 0.373. (2) The peptide sequence is SYRLRFSKRDARRER. The MHC is DRB1_0101 with pseudo-sequence DRB1_0101. The binding affinity (normalized) is 0.404. (3) The peptide sequence is TCGFVDERGLYKSLK. The MHC is HLA-DQA10101-DQB10501 with pseudo-sequence HLA-DQA10101-DQB10501. The binding affinity (normalized) is 0.308. (4) The peptide sequence is FAVVDLNKMRAVWVD. The MHC is DRB1_0901 with pseudo-sequence DRB1_0901. The binding affinity (normalized) is 0.388. (5) The peptide sequence is SYRLRFSKRDARRER. The MHC is DRB1_0802 with pseudo-sequence DRB1_0802. The binding affinity (normalized) is 0.738.